From a dataset of Forward reaction prediction with 1.9M reactions from USPTO patents (1976-2016). Predict the product of the given reaction. (1) The product is: [Cl:14][C:13]1[CH:12]=[CH:11][C:9]([NH:10][C:2]([NH2:3])=[O:1])=[CH:8][C:7]=1[C:6]([F:5])([F:15])[F:16]. Given the reactants [O-:1][C:2]#[N:3].[Na+].[F:5][C:6]([F:16])([F:15])[C:7]1[CH:8]=[C:9]([CH:11]=[CH:12][C:13]=1[Cl:14])[NH2:10], predict the reaction product. (2) Given the reactants [OH:1][CH2:2][C:3]1[CH:4]=[C:5]([CH:16]=[CH:17][C:18]=1[O:19][CH3:20])[CH2:6][CH:7]([C:12]([O:14][CH3:15])=[O:13])[C:8]([O:10][CH3:11])=[O:9].[CH3:21][O:22][C:23]1[CH:28]=[CH:27][C:26]([N:29]=[C:30]=[O:31])=[CH:25][CH:24]=1, predict the reaction product. The product is: [CH3:20][O:19][C:18]1[CH:17]=[CH:16][C:5]([CH2:6][CH:7]([C:8]([O:10][CH3:11])=[O:9])[C:12]([O:14][CH3:15])=[O:13])=[CH:4][C:3]=1[CH2:2][O:1][C:30]([NH:29][C:26]1[CH:27]=[CH:28][C:23]([O:22][CH3:21])=[CH:24][CH:25]=1)=[O:31].